This data is from Catalyst prediction with 721,799 reactions and 888 catalyst types from USPTO. The task is: Predict which catalyst facilitates the given reaction. (1) Reactant: [Si]([O:8][C:9]1[CH:18]=[C:17]2[C:12]([C:13]([C:34]3[CH:39]=[CH:38][C:37]([O:40][CH3:41])=[CH:36][CH:35]=3)(O)[CH:14]([C:19]3[CH:24]=[CH:23][C:22]([O:25][Si](C(C)(C)C)(C)C)=[CH:21][CH:20]=3)[CH2:15][O:16]2)=[CH:11][CH:10]=1)(C(C)(C)C)(C)C.CC1C=CC(S(O)(=O)=O)=CC=1.C(O)C. Product: [OH:25][C:22]1[CH:21]=[CH:20][C:19]([C:14]2[CH:13]([C:34]3[CH:39]=[CH:38][C:37]([O:40][CH3:41])=[CH:36][CH:35]=3)[C:12]3[C:17](=[CH:18][C:9]([OH:8])=[CH:10][CH:11]=3)[O:16][CH:15]=2)=[CH:24][CH:23]=1. The catalyst class is: 5. (2) Reactant: N[C:2]1[CH:11]=[C:10]([Br:12])[CH:9]=[CH:8][C:3]=1[C:4]([O:6][CH3:7])=[O:5].S(=O)(=O)(O)O.N([O-])=O.[Na+].[I-:22].[K+].[OH-].[Na+]. Product: [Br:12][C:10]1[CH:9]=[CH:8][C:3]([C:4]([O:6][CH3:7])=[O:5])=[C:2]([I:22])[CH:11]=1. The catalyst class is: 6. (3) The catalyst class is: 37. Reactant: [Br:1][C:2]1[CH:7]=[CH:6][C:5]([N+:8]([O-:10])=[O:9])=[C:4](F)[CH:3]=1.[NH2:12][C:13]1[CH:18]=[CH:17][CH:16]=[CH:15][CH:14]=1. Product: [Br:1][C:2]1[CH:7]=[CH:6][C:5]([N+:8]([O-:10])=[O:9])=[C:4]([CH:3]=1)[NH:12][C:13]1[CH:18]=[CH:17][CH:16]=[CH:15][CH:14]=1. (4) Reactant: [C:1]([O:5][C:6]([N:8]([C:26]([O:28][C:29]([CH3:32])([CH3:31])[CH3:30])=[O:27])[C@@H:9]([C:23]([OH:25])=O)[CH2:10][CH2:11][C@@H:12]([C:15]1[CH:20]=[CH:19][CH:18]=[C:17]([F:21])[C:16]=1[F:22])[CH2:13][NH2:14])=[O:7])([CH3:4])([CH3:3])[CH3:2].Cl[CH2:34][C:35]([CH3:38])([OH:37])[CH3:36].C(N(C(C)C)CC)(C)C.C(Cl)CCl.C1C=NC2N(O)N=NC=2C=1.C([O-])(O)=O.[Na+]. Product: [F:22][C:16]1[C:17]([F:21])=[CH:18][CH:19]=[CH:20][C:15]=1[C@H:12]1[CH2:13][N:14]([CH2:34][C:35]([OH:37])([CH3:38])[CH3:36])[C:23](=[O:25])[C@H:9]([N:8]([C:26]([O:28][C:29]([CH3:30])([CH3:32])[CH3:31])=[O:27])[C:6]([O:5][C:1]([CH3:4])([CH3:3])[CH3:2])=[O:7])[CH2:10][CH2:11]1. The catalyst class is: 271. (5) Reactant: [NH:1]1[C:9]2[C:4](=[CH:5][CH:6]=[CH:7][CH:8]=2)[CH:3]=[CH:2]1.C([Li])CCC.[C:15]1([S:21](Cl)(=[O:23])=[O:22])[CH:20]=[CH:19][CH:18]=[CH:17][CH:16]=1.C(=O)(O)[O-].[Na+]. Product: [C:15]1([S:21]([N:1]2[C:9]3[C:4](=[CH:5][CH:6]=[CH:7][CH:8]=3)[CH:3]=[CH:2]2)(=[O:23])=[O:22])[CH:20]=[CH:19][CH:18]=[CH:17][CH:16]=1. The catalyst class is: 1.